The task is: Predict the reactants needed to synthesize the given product.. This data is from Full USPTO retrosynthesis dataset with 1.9M reactions from patents (1976-2016). (1) The reactants are: [Br:1][C:2]1[C:10]2[C:9]([O:11][CH2:12][CH3:13])=[N:8][C:7]([S:14][C:15]3[S:16][CH:17]=[C:18]([C:20]([O:22]C)=[O:21])[N:19]=3)=[N:6][C:5]=2[NH:4][C:3]=1[CH2:24][CH3:25].[OH-].[Na+]. Given the product [Br:1][C:2]1[C:10]2[C:9]([O:11][CH2:12][CH3:13])=[N:8][C:7]([S:14][C:15]3[S:16][CH:17]=[C:18]([C:20]([OH:22])=[O:21])[N:19]=3)=[N:6][C:5]=2[NH:4][C:3]=1[CH2:24][CH3:25], predict the reactants needed to synthesize it. (2) The reactants are: C([O:3][C:4]([C:6]1[CH:45]=[CH:44][C:9]2[N:10]=[C:11]([NH:13][C:14]([N:16]([C:32]3[CH:37]=[CH:36][C:35]([CH:38]4[CH2:43][CH2:42][CH2:41][CH2:40][CH2:39]4)=[CH:34][CH:33]=3)[CH2:17][C:18]3[CH:23]=[CH:22][C:21]([C:24](=[O:31])[NH:25][C:26]4[N:27]=[N:28][NH:29][N:30]=4)=[CH:20][CH:19]=3)=[O:15])[S:12][C:8]=2[CH:7]=1)=[O:5])C.[OH-].[Na+].Cl. Given the product [CH:38]1([C:35]2[CH:34]=[CH:33][C:32]([N:16]([CH2:17][C:18]3[CH:19]=[CH:20][C:21]([C:24](=[O:31])[NH:25][C:26]4[N:27]=[N:28][NH:29][N:30]=4)=[CH:22][CH:23]=3)[C:14](=[O:15])[NH:13][C:11]3[S:12][C:8]4[CH:7]=[C:6]([C:4]([OH:5])=[O:3])[CH:45]=[CH:44][C:9]=4[N:10]=3)=[CH:37][CH:36]=2)[CH2:43][CH2:42][CH2:41][CH2:40][CH2:39]1, predict the reactants needed to synthesize it. (3) Given the product [C:1]([O:22][CH:16]([C:6]1[C:7]([CH3:15])=[N:8][C:9]2[C:14]([C:5]=1[C:1]([CH3:4])([CH3:2])[CH3:3])=[CH:13][CH:12]=[CH:11][CH:10]=2)[C:17]([O:19][CH2:20][CH3:21])=[O:18])([CH3:4])([CH3:3])[CH3:2], predict the reactants needed to synthesize it. The reactants are: [C:1]([C:5]1[C:14]2[C:9](=[CH:10][CH:11]=[CH:12][CH:13]=2)[N:8]=[C:7]([CH3:15])[C:6]=1[CH:16]([OH:22])[C:17]([O:19][CH2:20][CH3:21])=[O:18])([CH3:4])([CH3:3])[CH3:2].Cl(O)(=O)(=O)=O.C(=O)(O)[O-].[Na+]. (4) Given the product [Cl:52][C:49]1[CH:50]=[CH:51][C:46]([C@H:42]([C:43]([N:15]2[CH2:16][CH2:17][N:12]([C:18]3[CH:23]=[CH:22][N:21]=[C:20]4[NH:24][N:25]=[C:26]([O:27][CH2:28][CH:29]([OH:32])[CH2:30][OH:31])[C:19]=34)[CH2:13][CH2:14]2)=[O:44])[CH2:41][N:40]([CH:53]([CH3:54])[CH3:55])[C:38](=[O:39])[O:37][C:33]([CH3:35])([CH3:34])[CH3:36])=[CH:47][CH:48]=1, predict the reactants needed to synthesize it. The reactants are: CCN(C(C)C)C(C)C.Cl.Cl.[N:12]1([C:18]2[CH:23]=[CH:22][N:21]=[C:20]3[NH:24][N:25]=[C:26]([O:27][CH2:28][CH:29]([OH:32])[CH2:30][OH:31])[C:19]=23)[CH2:17][CH2:16][NH:15][CH2:14][CH2:13]1.[C:33]([O:37][C:38]([N:40]([CH:53]([CH3:55])[CH3:54])[CH2:41][C@H:42]([C:46]1[CH:51]=[CH:50][C:49]([Cl:52])=[CH:48][CH:47]=1)[C:43](O)=[O:44])=[O:39])([CH3:36])([CH3:35])[CH3:34].CN(C(ON1N=NC2C=CC=CC1=2)=[N+](C)C)C.[B-](F)(F)(F)F. (5) Given the product [Cl:1][C:2]1[CH:3]=[CH:4][CH:5]=[C:6]2[C:11]=1[N:10]=[C:9]([CH:12]([OH:32])[CH2:13][OH:27])[C:8]([C@@H:14]([N:16]1[C:24](=[O:25])[C:23]3[C:18](=[CH:19][CH:20]=[CH:21][CH:22]=3)[C:17]1=[O:26])[CH3:15])=[CH:7]2, predict the reactants needed to synthesize it. The reactants are: [Cl:1][C:2]1[CH:3]=[CH:4][CH:5]=[C:6]2[C:11]=1[N:10]=[C:9]([CH:12]=[CH2:13])[C:8]([C@@H:14]([N:16]1[C:24](=[O:25])[C:23]3[C:18](=[CH:19][CH:20]=[CH:21][CH:22]=3)[C:17]1=[O:26])[CH3:15])=[CH:7]2.[OH2:27].C[N+]1([O-])CC[O:32]CC1. (6) Given the product [N:1]1([C:11]([C:13]2[CH:14]=[C:15]([C:18]3([C:19]#[N:20])[CH2:26][CH2:25][O:24][CH2:23][CH2:22]3)[S:16][CH:17]=2)=[O:12])[C@@H:10]2[C@@H:5]([CH2:6][CH2:7][CH2:8][CH2:9]2)[CH2:4][CH2:3][CH2:2]1, predict the reactants needed to synthesize it. The reactants are: [N:1]1([C:11]([C:13]2[CH:14]=[C:15]([CH2:18][C:19]#[N:20])[S:16][CH:17]=2)=[O:12])[C@@H:10]2[C@@H:5]([CH2:6][CH2:7][CH2:8][CH2:9]2)[CH2:4][CH2:3][CH2:2]1.Br[CH2:22][CH2:23][O:24][CH2:25][CH2:26]Br.C(=O)([O-])[O-].[Cs+].[Cs+]. (7) Given the product [Cl:27][C:20]1[CH:19]=[C:18](/[CH:17]=[C:13]2/[C:14](=[O:16])[N:15]3[CH:2]=[C:1]([C:4]4[CH:9]=[CH:8][CH:7]=[CH:6][CH:5]=4)[N:10]=[C:11]3[S:12]/2)[CH:23]=[C:22]([O:24][CH3:25])[C:21]=1[OH:26], predict the reactants needed to synthesize it. The reactants are: [C:1]([C:4]1[CH:9]=[CH:8][CH:7]=[CH:6][CH:5]=1)(=O)[CH3:2].[NH2:10][C:11]1[S:12]/[C:13](=[CH:17]\[C:18]2[CH:23]=[C:22]([O:24][CH3:25])[C:21]([OH:26])=[C:20]([Cl:27])[CH:19]=2)/[C:14](=[O:16])[N:15]=1. (8) Given the product [NH:11]1[C:19]2[C:14](=[CH:15][C:16]([NH:20][C:2]3[C:3]4[N:10]=[CH:9][S:8][C:4]=4[N:5]=[CH:6][N:7]=3)=[CH:17][CH:18]=2)[CH:13]=[N:12]1, predict the reactants needed to synthesize it. The reactants are: Cl[C:2]1[C:3]2[N:10]=[CH:9][S:8][C:4]=2[N:5]=[CH:6][N:7]=1.[NH:11]1[C:19]2[C:14](=[CH:15][C:16]([NH2:20])=[CH:17][CH:18]=2)[CH:13]=[N:12]1. (9) Given the product [Cl:1][C:2]1[CH:3]=[C:4]2[C:8](=[CH:9][CH:10]=1)[NH:7][C:6](=[O:11])/[C:5]/2=[C:15](/[C:13]#[N:14])\[C:16]([O:18][CH3:19])=[O:17], predict the reactants needed to synthesize it. The reactants are: [Cl:1][C:2]1[CH:3]=[C:4]2[C:8](=[CH:9][CH:10]=1)[NH:7][C:6](=[O:11])[C:5]2=O.[C:13]([CH2:15][C:16]([O:18][CH3:19])=[O:17])#[N:14].N1CCCCC1. (10) Given the product [CH3:1][O:2][C:3](=[O:17])[C:4]1[CH:9]=[CH:8][C:7]([NH2:10])=[C:6]([C:13]([F:14])([F:16])[F:15])[CH:5]=1, predict the reactants needed to synthesize it. The reactants are: [CH3:1][O:2][C:3](=[O:17])[C:4]1[CH:9]=[CH:8][C:7]([N+:10]([O-])=O)=[C:6]([C:13]([F:16])([F:15])[F:14])[CH:5]=1.C(OCC)(=O)C.